Dataset: Forward reaction prediction with 1.9M reactions from USPTO patents (1976-2016). Task: Predict the product of the given reaction. (1) Given the reactants [O-]S([O-])(=O)=O.[Mg+2].[CH2:7]([O:9][C:10]([C:12]1[CH:40]=[CH:39][C:15]2[N:16]([CH:33]3[CH2:38][CH2:37][CH2:36][CH2:35][CH2:34]3)[C:17]([C:19]3[CH:24]=[CH:23][C:22]([N+:25]([O-])=O)=[C:21]([CH:28]([O:31][CH3:32])[O:29][CH3:30])[CH:20]=3)=[N:18][C:14]=2[CH:13]=1)=[O:11])[CH3:8], predict the reaction product. The product is: [CH2:7]([O:9][C:10]([C:12]1[CH:40]=[CH:39][C:15]2[N:16]([CH:33]3[CH2:34][CH2:35][CH2:36][CH2:37][CH2:38]3)[C:17]([C:19]3[CH:24]=[CH:23][C:22]([NH2:25])=[C:21]([CH:28]([O:29][CH3:30])[O:31][CH3:32])[CH:20]=3)=[N:18][C:14]=2[CH:13]=1)=[O:11])[CH3:8]. (2) Given the reactants [CH3:1][O:2][CH2:3][C:4](Cl)=[O:5].[Cl:7][CH2:8][C:9]1[CH:14]=[CH:13][N:12]=[C:11]([NH2:15])[CH:10]=1, predict the reaction product. The product is: [Cl:7][CH2:8][C:9]1[CH:14]=[CH:13][N:12]=[C:11]([NH:15][C:4](=[O:5])[CH2:3][O:2][CH3:1])[CH:10]=1.